Predict the reaction yield, written as a fraction of the theoretical maximum amount of product (1.0 means a 100% yield; for example, 0.34 means a 34% yield). From a dataset of Reaction yield outcomes from USPTO patents with 853,638 reactions. (1) The reactants are [Cl:1][C:2]1[CH:3]=[C:4]2[C:9](=[CH:10][C:11]=1[OH:12])[O:8][CH2:7][CH2:6][CH:5]2[C:13]([O:15][CH3:16])=[O:14].C([O-])([O-])=O.[K+].[K+].[Cl:23][C:24]1[CH:44]=[CH:43][C:27]([CH2:28][CH2:29][NH:30][C:31](=[O:42])[C:32]2[CH:37]=[CH:36][C:35](Cl)=[C:34]([N+:39]([O-:41])=[O:40])[CH:33]=2)=[CH:26][CH:25]=1. The catalyst is CS(C)=O. The product is [Cl:23][C:24]1[CH:25]=[CH:26][C:27]([CH2:28][CH2:29][NH:30][C:31]([C:32]2[CH:37]=[CH:36][C:35]([O:12][C:11]3[CH:10]=[C:9]4[C:4]([CH:5]([C:13]([O:15][CH3:16])=[O:14])[CH2:6][CH2:7][O:8]4)=[CH:3][C:2]=3[Cl:1])=[C:34]([N+:39]([O-:41])=[O:40])[CH:33]=2)=[O:42])=[CH:43][CH:44]=1. The yield is 0.267. (2) The reactants are [F:1][C:2]([F:30])([F:29])[C:3]1[CH:4]=[C:5]([C@@H:9]([NH:13][C:14]([C:16]2[CH:17]=[N:18][N:19]([C:22]3[CH:27]=[CH:26][C:25]([Cl:28])=[CH:24][CH:23]=3)[C:20]=2[CH3:21])=[O:15])[CH2:10][CH:11]=C)[CH:6]=[CH:7][CH:8]=1.[O:31]=[O+][O-]. The catalyst is C(Cl)Cl. The product is [O:31]=[CH:11][CH2:10][C@H:9]([NH:13][C:14]([C:16]1[CH:17]=[N:18][N:19]([C:22]2[CH:27]=[CH:26][C:25]([Cl:28])=[CH:24][CH:23]=2)[C:20]=1[CH3:21])=[O:15])[C:5]1[CH:6]=[CH:7][CH:8]=[C:3]([C:2]([F:30])([F:29])[F:1])[CH:4]=1. The yield is 0.980.